This data is from Catalyst prediction with 721,799 reactions and 888 catalyst types from USPTO. The task is: Predict which catalyst facilitates the given reaction. (1) Reactant: [F:1][C:2]1([CH2:8][O:9][C:10]2[CH:15]=[CH:14][C:13]([S:16]([NH2:19])(=[O:18])=[O:17])=[CH:12][C:11]=2[N+:20]([O-:22])=[O:21])[CH2:7][CH2:6][NH:5][CH2:4][CH2:3]1.[F:23][CH2:24][C:25](=O)[CH2:26][F:27].C(O[BH-](OC(=O)C)OC(=O)C)(=O)C.[Na+].CN(C)C=O. Product: [F:23][CH2:24][CH:25]([N:5]1[CH2:6][CH2:7][C:2]([CH2:8][O:9][C:10]2[CH:15]=[CH:14][C:13]([S:16]([NH2:19])(=[O:18])=[O:17])=[CH:12][C:11]=2[N+:20]([O-:22])=[O:21])([F:1])[CH2:3][CH2:4]1)[CH2:26][F:27]. The catalyst class is: 4. (2) Reactant: [Br:1][C:2]1[CH:11]=[CH:10][CH:9]=[C:8]2[C:3]=1[CH:4]=[C:5]([CH3:24])[C:6]([C@H:13]([O:19][C:20]([CH3:23])([CH3:22])[CH3:21])[C:14]([O:16][CH2:17][CH3:18])=[O:15])=[C:7]2[OH:12].[CH3:25][S:26](O[S:26]([CH3:25])(=[O:28])=[O:27])(=[O:28])=[O:27].C(N(C(C)C)CC)(C)C. Product: [Br:1][C:2]1[CH:11]=[CH:10][CH:9]=[C:8]2[C:3]=1[CH:4]=[C:5]([CH3:24])[C:6]([C@H:13]([O:19][C:20]([CH3:23])([CH3:22])[CH3:21])[C:14]([O:16][CH2:17][CH3:18])=[O:15])=[C:7]2[O:12][S:26]([CH3:25])(=[O:28])=[O:27]. The catalyst class is: 2. (3) Reactant: [CH3:1][CH:2]1[N:7]([CH2:8][C:9]2[N:13]([C:14]3[CH:19]=[CH:18][CH:17]=[C:16]([C:20]([F:23])([F:22])[F:21])[CH:15]=3)[N:12]=[N:11][N:10]=2)[CH2:6][CH2:5][NH:4][C:3]1=[O:24].[H-].[Na+].I[CH3:28]. Product: [CH3:28][N:4]1[CH2:5][CH2:6][N:7]([CH2:8][C:9]2[N:13]([C:14]3[CH:19]=[CH:18][CH:17]=[C:16]([C:20]([F:23])([F:22])[F:21])[CH:15]=3)[N:12]=[N:11][N:10]=2)[CH:2]([CH3:1])[C:3]1=[O:24]. The catalyst class is: 9. (4) Reactant: [CH3:1][CH:2]1[O:7][C:6]2[CH:8]=[CH:9][C:10]([N+:12]([O-])=O)=[CH:11][C:5]=2[N:4]([C:15](=[O:18])[CH:16]=[CH2:17])[CH2:3]1.[Sn](Cl)Cl. Product: [NH2:12][C:10]1[CH:9]=[CH:8][C:6]2[O:7][CH:2]([CH3:1])[CH2:3][N:4]([C:15](=[O:18])[CH:16]=[CH2:17])[C:5]=2[CH:11]=1. The catalyst class is: 494. (5) Reactant: [CH2:1]([C:3]1[C:8]([CH2:9][CH:10]=O)=[CH:7][CH:6]=[CH:5][C:4]=1[C:12]1[N:16]=[C:15]([C:17]2[CH:18]=[CH:19][C:20]([CH2:25][CH:26]([CH3:28])[CH3:27])=[C:21]([CH:24]=2)[C:22]#[N:23])[S:14][N:13]=1)[CH3:2].C([O-])(=O)C.[Na+].Cl.[NH:35]1[CH2:38][CH:37]([C:39]([O:41]C)=[O:40])[CH2:36]1.C(O[BH-](OC(=O)C)OC(=O)C)(=O)C.[Na+]. Product: [C:22]([C:21]1[CH:24]=[C:17]([C:15]2[S:14][N:13]=[C:12]([C:4]3[C:3]([CH2:1][CH3:2])=[C:8]([CH2:9][CH2:10][N:35]4[CH2:38][CH:37]([C:39]([OH:41])=[O:40])[CH2:36]4)[CH:7]=[CH:6][CH:5]=3)[N:16]=2)[CH:18]=[CH:19][C:20]=1[CH2:25][CH:26]([CH3:28])[CH3:27])#[N:23]. The catalyst class is: 411. (6) Reactant: [S:1]1[CH:5]=[CH:4][N:3]=[C:2]1[C:6]1[NH:7][C:8]2[C:13]([CH:14]=1)=[CH:12][CH:11]=[CH:10][C:9]=2[CH:15](O)[CH3:16].[CH3:18][N:19]1[CH:23]=[CH:22][N:21]=[C:20]1[SH:24].C(P(CCCC)CCCC)CCC.N(C(N1CCCCC1)=O)=NC(N1CCCCC1)=O. Product: [CH3:18][N:19]1[CH:23]=[CH:22][N:21]=[C:20]1[S:24][CH:15]([C:9]1[CH:10]=[CH:11][CH:12]=[C:13]2[C:8]=1[NH:7][C:6]([C:2]1[S:1][CH:5]=[CH:4][N:3]=1)=[CH:14]2)[CH3:16]. The catalyst class is: 30.